The task is: Predict the reactants needed to synthesize the given product.. This data is from Full USPTO retrosynthesis dataset with 1.9M reactions from patents (1976-2016). (1) The reactants are: [C:1]([C:3]1[CH:12]=[CH:11][CH:10]=[C:9]2[C:4]=1[CH:5]=[C:6]([C:23]1[CH:28]=[CH:27][CH:26]=[CH:25][N:24]=1)[C:7]([CH:13]([NH:15]C(=O)OC(C)(C)C)[CH3:14])=[N:8]2)#[N:2].FC(F)(F)C(O)=O. Given the product [NH2:15][CH:13]([C:7]1[C:6]([C:23]2[CH:28]=[CH:27][CH:26]=[CH:25][N:24]=2)=[CH:5][C:4]2[C:3]([C:1]#[N:2])=[CH:12][CH:11]=[CH:10][C:9]=2[N:8]=1)[CH3:14], predict the reactants needed to synthesize it. (2) Given the product [CH2:56]([OH:57])[C@H:37]1[O:38][C@@H:39]2[O:44][C@H:45]3[C@H:51]([OH:52])[C@@H:50]([OH:53])[C@@H:48]([O:49][C@H:3]4[C@H:4]([OH:65])[C@@H:5]([OH:64])[C@@H:6]([O:8][C@H:9]5[C@H:14]([OH:15])[C@@H:13]([OH:16])[C@@H:12]([O:17][C@H:18]6[C@H:23]([OH:24])[C@@H:22]([OH:25])[C@@H:21]([O:26][C@H:27]7[C@H:32]([OH:33])[C@@H:31]([OH:34])[C@@H:30]([O:35][C@H:36]1[C@H:41]([OH:42])[C@H:40]2[OH:43])[O:29][C@@H:28]7[CH2:58][OH:59])[O:20][C@@H:19]6[CH2:60][OH:61])[O:11][C@@H:10]5[CH2:62][OH:63])[O:7][C@@H:2]4[CH2:1][OH:66])[O:47][C@@H:46]3[CH2:54][OH:55], predict the reactants needed to synthesize it. The reactants are: [CH2:1]([OH:66])[C@H:2]1[O:7][C@@H:6]2[O:8][C@H:9]3[C@H:14]([OH:15])[C@@H:13]([OH:16])[C@@H:12]([O:17][C@H:18]4[C@H:23]([OH:24])[C@@H:22]([OH:25])[C@@H:21]([O:26][C@H:27]5[C@H:32]([OH:33])[C@@H:31]([OH:34])[C@@H:30]([O:35][C@H:36]6[C@H:41]([OH:42])[C@@H:40]([OH:43])[C@@H:39]([O:44][C@H:45]7[C@H:51]([OH:52])[C@@H:50]([OH:53])[C@@H:48]([O:49][C@H:3]1[C@H:4]([OH:65])[C@H:5]2[OH:64])[O:47][C@@H:46]7[CH2:54][OH:55])[O:38][C@@H:37]6[CH2:56][OH:57])[O:29][C@@H:28]5[CH2:58][OH:59])[O:20][C@@H:19]4[CH2:60][OH:61])[O:11][C@@H:10]3[CH2:62][OH:63].O. (3) Given the product [Cl:1][C:2]1[C:3]([CH3:18])=[C:4]([NH:10][C@H:11]([C@@H:15]([OH:17])[CH3:16])[C:12]([NH:28][NH:27][C:25](=[O:26])[C:24]2[CH:23]=[CH:22][C:21]([C:20]([F:19])([F:32])[F:31])=[CH:30][CH:29]=2)=[O:14])[CH:5]=[CH:6][C:7]=1[C:8]#[N:9], predict the reactants needed to synthesize it. The reactants are: [Cl:1][C:2]1[C:3]([CH3:18])=[C:4]([NH:10][C@H:11]([C@@H:15]([OH:17])[CH3:16])[C:12]([OH:14])=O)[CH:5]=[CH:6][C:7]=1[C:8]#[N:9].[F:19][C:20]([F:32])([F:31])[C:21]1[CH:30]=[CH:29][C:24]([C:25]([NH:27][NH2:28])=[O:26])=[CH:23][CH:22]=1.O.ON1C2C=CC=CC=2N=N1.Cl.CN(C)CCCN=C=NCC.C(N(CC)CC)C. (4) Given the product [Cl:1][C:2]1[CH:7]=[CH:6][C:5]([C:8]2([CH:11]=[N:14][OH:15])[CH2:10][CH2:9]2)=[CH:4][CH:3]=1, predict the reactants needed to synthesize it. The reactants are: [Cl:1][C:2]1[CH:7]=[CH:6][C:5]([C:8]2([CH:11]=O)[CH2:10][CH2:9]2)=[CH:4][CH:3]=1.Cl.[NH2:14][OH:15].CO.